This data is from Forward reaction prediction with 1.9M reactions from USPTO patents (1976-2016). The task is: Predict the product of the given reaction. (1) The product is: [CH3:9][C:4]1[CH:5]=[C:6]([CH3:8])[N:7]=[C:2]([N:10]2[CH2:15][CH2:14][O:13][CH2:12][CH2:11]2)[N:3]=1. Given the reactants Cl[C:2]1[N:7]=[C:6]([CH3:8])[CH:5]=[C:4]([CH3:9])[N:3]=1.[NH:10]1[CH2:15][CH2:14][O:13][CH2:12][CH2:11]1, predict the reaction product. (2) Given the reactants [CH3:1][O:2][C:3](=[O:26])[C@H:4]([CH2:22][CH2:23][S:24][CH3:25])[NH:5][C:6](=[O:21])[C:7]1[CH:12]=[CH:11][C:10]([CH:13]=[O:14])=[CH:9][C:8]=1[C:15]1[CH:20]=[CH:19][CH:18]=[CH:17][CH:16]=1.[BH4-].[Na+], predict the reaction product. The product is: [CH3:1][O:2][C:3](=[O:26])[C@H:4]([CH2:22][CH2:23][S:24][CH3:25])[NH:5][C:6](=[O:21])[C:7]1[CH:12]=[CH:11][C:10]([CH2:13][OH:14])=[CH:9][C:8]=1[C:15]1[CH:20]=[CH:19][CH:18]=[CH:17][CH:16]=1. (3) Given the reactants [F:1][C:2]1[CH:8]=[C:7]([SH:9])[CH:6]=[CH:5][C:3]=1[NH2:4].C(N(CC)CC)C.I[C:18]([F:21])([F:20])[F:19].O, predict the reaction product. The product is: [F:1][C:2]1[CH:8]=[C:7]([S:9][C:18]([F:21])([F:20])[F:19])[CH:6]=[CH:5][C:3]=1[NH2:4]. (4) The product is: [F:19][C:20]1[CH:27]=[CH:26][C:23](/[CH:24]=[CH:8]/[C:7]2[CH:6]=[CH:5][C:4]([N+:1]([O-:3])=[O:2])=[CH:18][CH:17]=2)=[CH:22][CH:21]=1. Given the reactants [N+:1]([C:4]1[CH:18]=[CH:17][C:7]([CH2:8]P(=O)(OCC)OCC)=[CH:6][CH:5]=1)([O-:3])=[O:2].[F:19][C:20]1[CH:27]=[CH:26][C:23]([CH:24]=O)=[CH:22][CH:21]=1, predict the reaction product. (5) Given the reactants [Cl:1][C:2]1[CH:7]=[C:6]([C:8]([CH3:11])([CH3:10])[CH3:9])[CH:5]=[CH:4][N:3]=1.C1C=C(Cl)C=C(C(OO)=[O:20])C=1.S(=O)(O)[O-].[Na+], predict the reaction product. The product is: [Cl:1][C:2]1[CH:7]=[C:6]([C:8]([CH3:11])([CH3:10])[CH3:9])[CH:5]=[CH:4][N+:3]=1[O-:20]. (6) Given the reactants [Cl:1][C:2]1[C:7]([Cl:8])=[CH:6][CH:5]=[CH:4][C:3]=1[N:9]1[CH2:14][CH2:13][N:12]([CH2:15][CH2:16][CH2:17][CH:18]=[CH:19][C:20]2[N:29]=[C:28]3[C:23]([CH:24]=[C:25]([CH3:31])[C:26](=[O:30])[NH:27]3)=[CH:22][CH:21]=2)[CH2:11][CH2:10]1, predict the reaction product. The product is: [Cl:1][C:2]1[C:7]([Cl:8])=[CH:6][CH:5]=[CH:4][C:3]=1[N:9]1[CH2:14][CH2:13][N:12]([CH2:15][CH2:16][CH2:17][CH2:18][CH2:19][C:20]2[N:29]=[C:28]3[C:23]([CH:24]=[C:25]([CH3:31])[C:26](=[O:30])[NH:27]3)=[CH:22][CH:21]=2)[CH2:11][CH2:10]1. (7) Given the reactants [CH3:1][C:2]1[CH:10]=[CH:9][C:5]([C:6]([OH:8])=O)=[CH:4][C:3]=1[N+:11]([O-:13])=[O:12].CN(C=O)C.C(Cl)(=O)C(Cl)=O.[F:25][C:26]([F:35])([F:34])[C:27]1[CH:32]=[C:31]([NH2:33])[CH:30]=[CH:29][N:28]=1, predict the reaction product. The product is: [CH3:1][C:2]1[CH:10]=[CH:9][C:5]([C:6]([NH:33][C:31]2[CH:30]=[CH:29][N:28]=[C:27]([C:26]([F:35])([F:25])[F:34])[CH:32]=2)=[O:8])=[CH:4][C:3]=1[N+:11]([O-:13])=[O:12]. (8) Given the reactants [CH2:1]([O:9][C:10]1[CH:17]=[CH:16][C:13]([C:14]#[N:15])=[CH:12][CH:11]=1)[CH2:2][CH2:3][CH2:4][CH2:5][CH2:6][CH2:7][CH3:8].[N-:18]=[N+:19]=[N-:20].[Na+].[Cl-].[NH4+].Cl, predict the reaction product. The product is: [CH2:1]([O:9][C:10]1[CH:11]=[CH:12][C:13]([C:14]2[NH:20][N:19]=[N:18][N:15]=2)=[CH:16][CH:17]=1)[CH2:2][CH2:3][CH2:4][CH2:5][CH2:6][CH2:7][CH3:8]. (9) Given the reactants [C:1]1([N:7]2[C:11]([SH:12])=[N:10][N:9]=[N:8]2)[CH:6]=[CH:5][CH:4]=[CH:3][CH:2]=1.Cl[CH2:14][CH2:15][CH2:16][N:17]1[CH2:22][CH2:21][N:20]([C:23]2[C:28]3[CH:29]=[CH:30][O:31][C:27]=3[CH:26]=[CH:25][N:24]=2)[CH2:19][CH2:18]1.C([O-])([O-])=O.[K+].[K+].O, predict the reaction product. The product is: [C:1]1([N:7]2[C:11]([S:12][CH2:14][CH2:15][CH2:16][N:17]3[CH2:22][CH2:21][N:20]([C:23]4[C:28]5[CH:29]=[CH:30][O:31][C:27]=5[CH:26]=[CH:25][N:24]=4)[CH2:19][CH2:18]3)=[N:10][N:9]=[N:8]2)[CH:2]=[CH:3][CH:4]=[CH:5][CH:6]=1. (10) Given the reactants [C:1]12([NH2:11])[CH2:10][CH:5]3[CH2:6][CH:7]([CH2:9][CH:3]([CH2:4]3)[CH2:2]1)[CH2:8]2.[Cl:12][C:13]1[CH:14]=[C:15]([CH:18]=[C:19]([F:22])[C:20]=1[OH:21])[CH:16]=O, predict the reaction product. The product is: [C:1]12([NH:11][CH2:16][C:15]3[CH:18]=[C:19]([F:22])[C:20]([OH:21])=[C:13]([Cl:12])[CH:14]=3)[CH2:8][CH:7]3[CH2:6][CH:5]([CH2:4][CH:3]([CH2:9]3)[CH2:2]1)[CH2:10]2.